From a dataset of Forward reaction prediction with 1.9M reactions from USPTO patents (1976-2016). Predict the product of the given reaction. (1) Given the reactants C[O:2][C:3](=[O:24])[C:4]([NH2:23])([C:15]([C:17]1[CH:18]=[N:19][CH:20]=[CH:21][CH:22]=1)=[O:16])[CH2:5][C:6]1[C:14]2[C:9](=[CH:10][CH:11]=[CH:12][CH:13]=2)[NH:8][CH:7]=1.C1COCC1.[Li+].[OH-].Cl, predict the reaction product. The product is: [NH:8]1[C:9]2[C:14](=[CH:13][CH:12]=[CH:11][CH:10]=2)[C:6]([CH2:5][C:4]([NH2:23])([C:15]([C:17]2[CH:18]=[N:19][CH:20]=[CH:21][CH:22]=2)=[O:16])[C:3]([OH:24])=[O:2])=[CH:7]1. (2) Given the reactants [CH3:1][C:2]1[NH:6][N:5]=[C:4]([C:7]2[CH:12]=[CH:11][C:10]([C:13]([F:16])([F:15])[F:14])=[CH:9][CH:8]=2)[N:3]=1.Cl[CH2:18][CH2:19][C:20]([NH:23][C:24](=[O:30])[O:25][C:26]([CH3:29])([CH3:28])[CH3:27])([CH3:22])[CH3:21], predict the reaction product. The product is: [CH3:22][C:20]([NH:23][C:24](=[O:30])[O:25][C:26]([CH3:29])([CH3:28])[CH3:27])([CH3:21])[CH2:19][CH2:18][N:6]1[C:2]([CH3:1])=[N:3][C:4]([C:7]2[CH:8]=[CH:9][C:10]([C:13]([F:16])([F:14])[F:15])=[CH:11][CH:12]=2)=[N:5]1.